Task: Predict the reactants needed to synthesize the given product.. Dataset: Full USPTO retrosynthesis dataset with 1.9M reactions from patents (1976-2016) (1) Given the product [CH3:19][C:18]1[NH:5][C:2](=[O:4])[CH:3]=[C:8]([C:9]([O:11][CH2:12][CH3:13])=[O:10])[N:20]=1, predict the reactants needed to synthesize it. The reactants are: Cl.[C:2]([NH2:5])(=[O:4])[CH3:3].[C:9]([O:11][CH2:12][CH3:13])(=[O:10])[C:8]#[C:8][C:9]([O:11][CH2:12][CH3:13])=[O:10].[CH2:18]([N:20](CC)CC)[CH3:19]. (2) Given the product [CH:38]1([CH2:41][CH2:42][N:1]2[C:5]3[CH:6]=[CH:7][CH:8]=[CH:9][C:4]=3[N:3]=[C:2]2[C:10]([N:12]([CH2:34][CH:35]([CH3:37])[CH3:36])[C@H:13]2[CH2:18][C@@H:17]([C:19]([N:21]3[CH2:22][CH2:23][O:24][CH2:25][CH2:26]3)=[O:20])[CH2:16][N:15]([C:27]([O:29][C:30]([CH3:31])([CH3:32])[CH3:33])=[O:28])[CH2:14]2)=[O:11])[CH2:40][CH2:39]1, predict the reactants needed to synthesize it. The reactants are: [NH:1]1[C:5]2[CH:6]=[CH:7][CH:8]=[CH:9][C:4]=2[N:3]=[C:2]1[C:10]([N:12]([CH2:34][CH:35]([CH3:37])[CH3:36])[C@H:13]1[CH2:18][C@@H:17]([C:19]([N:21]2[CH2:26][CH2:25][O:24][CH2:23][CH2:22]2)=[O:20])[CH2:16][N:15]([C:27]([O:29][C:30]([CH3:33])([CH3:32])[CH3:31])=[O:28])[CH2:14]1)=[O:11].[CH:38]1([CH2:41][CH2:42]O)[CH2:40][CH2:39]1.C1(P(C2C=CC=CC=2)C2C=CC=CC=2)C=CC=CC=1.N(C(OC(C)C)=O)=NC(OC(C)C)=O. (3) Given the product [CH2:1]([O:3][C:4]([C:6]1[N:7]([C:38]2[CH:43]=[CH:42][C:41]([O:44][CH:45]([CH3:47])[CH3:46])=[CH:40][CH:39]=2)[C:8]2[C:13]([CH:14]=1)=[CH:12][C:11]([O:15][CH2:16][C:17]1[CH:22]=[CH:21][CH:20]=[CH:19][CH:18]=1)=[CH:10][CH:9]=2)=[O:5])[CH3:2], predict the reactants needed to synthesize it. The reactants are: [CH2:1]([O:3][C:4]([C:6]1[NH:7][C:8]2[C:13]([CH:14]=1)=[CH:12][C:11]([O:15][CH2:16][C:17]1[CH:22]=[CH:21][CH:20]=[CH:19][CH:18]=1)=[CH:10][CH:9]=2)=[O:5])[CH3:2].[O-]P([O-])([O-])=O.[K+].[K+].[K+].CNCCNC.Br[C:38]1[CH:43]=[CH:42][C:41]([O:44][CH:45]([CH3:47])[CH3:46])=[CH:40][CH:39]=1. (4) Given the product [Cl:26][C:27]1[CH:32]=[CH:31][CH:30]=[CH:29][C:28]=1[C@H:33]([O:35][C:36]([NH:38][C:39]1[C:40]([C:44]2[CH:45]=[CH:46][C:47]([CH:50]=[CH:51][CH2:52][CH2:53][C:54]([OH:56])=[O:55])=[CH:48][CH:49]=2)=[N:41][O:42][CH:43]=1)=[O:37])[CH3:34], predict the reactants needed to synthesize it. The reactants are: IC1C=CC(C2C(C(O)=O)=CON=2)=CC=1.ClC1C=CC=CC=1[C@H](O)C.[Cl:26][C:27]1[CH:32]=[CH:31][CH:30]=[CH:29][C:28]=1[C@H:33]([O:35][C:36]([NH:38][C:39]1[C:40]([C:44]2[CH:49]=[CH:48][C:47]([CH:50]=[CH:51][CH2:52][CH2:53][C:54]([O:56]C)=[O:55])=[CH:46][CH:45]=2)=[N:41][O:42][CH:43]=1)=[O:37])[CH3:34]. (5) Given the product [NH2:9][C:10]1[N:11]=[C:12]([N:21]2[CH2:22][CH2:23][N:24]([C:27](=[O:37])[CH2:28][O:29][C:30]3[CH:35]=[CH:34][C:33]([Cl:36])=[CH:32][CH:31]=3)[CH2:25][CH2:26]2)[C:13]2[N:19]=[C:18]([C:3]3[CH:4]=[CH:5][O:1][CH:2]=3)[CH:17]=[CH:16][C:14]=2[N:15]=1, predict the reactants needed to synthesize it. The reactants are: [O:1]1[CH:5]=[CH:4][C:3](B(O)O)=[CH:2]1.[NH2:9][C:10]1[N:11]=[C:12]([N:21]2[CH2:26][CH2:25][N:24]([C:27](=[O:37])[CH2:28][O:29][C:30]3[CH:35]=[CH:34][C:33]([Cl:36])=[CH:32][CH:31]=3)[CH2:23][CH2:22]2)[C:13]2[N:19]=[C:18](Cl)[CH:17]=[CH:16][C:14]=2[N:15]=1.